From a dataset of Full USPTO retrosynthesis dataset with 1.9M reactions from patents (1976-2016). Predict the reactants needed to synthesize the given product. Given the product [NH2:10][C@@H:11]([CH2:12][CH:13]([CH3:15])[CH3:14])[C:16]([N:18]1[CH2:22][CH2:21][C@H:20]2[N:23]([C:27](=[O:34])[C:28]3[CH:29]=[CH:30][CH:31]=[CH:32][CH:33]=3)[CH2:24][C@H:25]([OH:26])[C@@H:19]12)=[O:17], predict the reactants needed to synthesize it. The reactants are: C(OC(=O)[NH:10][C@H:11]([C:16]([N:18]1[CH2:22][CH2:21][C@H:20]2[N:23]([C:27](=[O:34])[C:28]3[CH:33]=[CH:32][CH:31]=[CH:30][CH:29]=3)[CH2:24][C@H:25]([OH:26])[C@@H:19]12)=[O:17])[CH2:12][CH:13]([CH3:15])[CH3:14])C1C=CC=CC=1.[H][H].